This data is from Peptide-MHC class I binding affinity with 185,985 pairs from IEDB/IMGT. The task is: Regression. Given a peptide amino acid sequence and an MHC pseudo amino acid sequence, predict their binding affinity value. This is MHC class I binding data. The peptide sequence is TVFYNIPPM. The MHC is HLA-B14:02 with pseudo-sequence HLA-B14:02. The binding affinity (normalized) is 0.213.